From a dataset of Catalyst prediction with 721,799 reactions and 888 catalyst types from USPTO. Predict which catalyst facilitates the given reaction. (1) Reactant: [Cl:1][C:2]1[CH:7]=[CH:6][C:5]([C:8]2[C:9]3[C:23]([CH3:24])=[C:22]([CH3:25])[S:21][C:10]=3[NH:11][C:12](=O)[C@@:13]3([CH2:16][C@H:15]3[CH2:17][O:18][CH3:19])[N:14]=2)=[CH:4][CH:3]=1.CC(C)([O-])C.[K+].P(Cl)(=O)(OCC)OCC.[C:41]([NH:44][NH2:45])(=O)[CH3:42]. The catalyst class is: 36. Product: [Cl:1][C:2]1[CH:7]=[CH:6][C:5]([C:8]2[C:9]3[C:23]([CH3:24])=[C:22]([CH3:25])[S:21][C:10]=3[N:11]3[C:41]([CH3:42])=[N:44][N:45]=[C:12]3[C@@:13]3([CH2:16][C@H:15]3[CH2:17][O:18][CH3:19])[N:14]=2)=[CH:4][CH:3]=1. (2) Reactant: [CH3:1][N:2]([CH2:16][CH2:17][NH:18][CH3:19])[S:3]([C:6]1[CH:11]=[CH:10][C:9]([O:12][CH3:13])=[C:8]([O:14][CH3:15])[CH:7]=1)(=[O:5])=[O:4].CCN(C(C)C)C(C)C.[O:29]1[C:35]2[CH:36]=[CH:37][C:38]([S:40](Cl)(=[O:42])=[O:41])=[CH:39][C:34]=2[O:33][CH2:32][CH2:31][CH2:30]1. Product: [CH3:15][O:14][C:8]1[CH:7]=[C:6]([S:3]([N:2]([CH3:1])[CH2:16][CH2:17][N:18]([CH3:19])[S:40]([C:38]2[CH:37]=[CH:36][C:35]3[O:29][CH2:30][CH2:31][CH2:32][O:33][C:34]=3[CH:39]=2)(=[O:41])=[O:42])(=[O:4])=[O:5])[CH:11]=[CH:10][C:9]=1[O:12][CH3:13]. The catalyst class is: 2. (3) Reactant: Cl[C:2]1[CH:7]=[C:6]([CH3:8])[N:5]=[C:4]([C:9]#[N:10])[CH:3]=1.[OH:11][C:12]1[CH:13]=[N:14][CH:15]=[N:16][CH:17]=1.C([O-])([O-])=O.[K+].[K+]. Product: [CH3:8][C:6]1[N:5]=[C:4]([C:9]#[N:10])[CH:3]=[C:2]([O:11][C:12]2[CH:13]=[N:14][CH:15]=[N:16][CH:17]=2)[CH:7]=1. The catalyst class is: 3. (4) Reactant: [Br:1][C:2]1[CH:3]=[C:4]([CH:7]=[C:8]([Br:20])[C:9]=1[O:10][CH2:11][C:12]1[CH:17]=[CH:16][C:15]([O:18][CH3:19])=[CH:14][CH:13]=1)[CH:5]=[O:6].[CH:21]([Mg]Br)=[CH2:22]. Product: [Br:1][C:2]1[CH:3]=[C:4]([CH:5]([OH:6])[CH:21]=[CH2:22])[CH:7]=[C:8]([Br:20])[C:9]=1[O:10][CH2:11][C:12]1[CH:17]=[CH:16][C:15]([O:18][CH3:19])=[CH:14][CH:13]=1. The catalyst class is: 1. (5) Reactant: I[C:2]1[CH:14]=[C:13]([C:15]([CH3:22])([CH2:17][C:18]([CH3:21])([CH3:20])[CH3:19])[CH3:16])[CH:12]=[CH:11][C:3]=1[O:4][CH:5]1[CH2:10][CH2:9][CH2:8][CH2:7][O:6]1.[C:23]([C:27]1[CH:39]=[CH:38][C:37]2[C:36]3[C:31](=[CH:32][C:33]([C:40]([CH3:43])([CH3:42])[CH3:41])=[CH:34][CH:35]=3)[NH:30][C:29]=2[CH:28]=1)([CH3:26])([CH3:25])[CH3:24].[O-]P([O-])([O-])=O.[K+].[K+].[K+].CNCCNC.C1C2NC3C(=CC=CC=3)C=2C=CC=1. Product: [C:40]([C:33]1[CH:34]=[CH:35][C:36]2[C:37]3[C:29](=[CH:28][C:27]([C:23]([CH3:26])([CH3:25])[CH3:24])=[CH:39][CH:38]=3)[N:30]([C:2]3[CH:14]=[C:13]([C:15]([CH3:22])([CH2:17][C:18]([CH3:21])([CH3:20])[CH3:19])[CH3:16])[CH:12]=[CH:11][C:3]=3[O:4][CH:5]3[CH2:10][CH2:9][CH2:8][CH2:7][O:6]3)[C:31]=2[CH:32]=1)([CH3:43])([CH3:42])[CH3:41]. The catalyst class is: 432. (6) Reactant: [C:1]([O:5][C:6]([N:8]1[CH2:13][CH2:12][NH:11][CH:10]([C:14]([OH:16])=[O:15])[CH2:9]1)=[O:7])([CH3:4])([CH3:3])[CH3:2].C(=O)(O)[O-].[Na+].Cl[C:23]([O:25][CH2:26][C:27]1[CH:32]=[CH:31][CH:30]=[CH:29][CH:28]=1)=[O:24]. Product: [C:1]([O:5][C:6]([N:8]1[CH2:13][CH2:12][N:11]([C:23]([O:25][CH2:26][C:27]2[CH:32]=[CH:31][CH:30]=[CH:29][CH:28]=2)=[O:24])[CH:10]([C:14]([OH:16])=[O:15])[CH2:9]1)=[O:7])([CH3:4])([CH3:2])[CH3:3]. The catalyst class is: 95.